This data is from Full USPTO retrosynthesis dataset with 1.9M reactions from patents (1976-2016). The task is: Predict the reactants needed to synthesize the given product. (1) Given the product [Cl:22][C:5]1[C:6]([CH2:8][CH2:9][C:10]2[CH:15]=[CH:14][CH:13]=[CH:12][C:11]=2[C:16]2([C:19]([NH2:21])=[O:20])[CH2:18][CH2:17]2)=[N:7][C:2]([NH:23][C:24]2[CH:29]=[CH:28][CH:27]=[CH:26][CH:25]=2)=[N:3][CH:4]=1, predict the reactants needed to synthesize it. The reactants are: Cl[C:2]1[N:7]=[C:6]([CH2:8][CH2:9][C:10]2[CH:15]=[CH:14][CH:13]=[CH:12][C:11]=2[C:16]2([C:19]([NH2:21])=[O:20])[CH2:18][CH2:17]2)[C:5]([Cl:22])=[CH:4][N:3]=1.[NH2:23][C:24]1[CH:29]=[CH:28][CH:27]=[CH:26][CH:25]=1.C1(C)C=CC(S(O)(=O)=O)=CC=1. (2) Given the product [Cl:1][C:2]1[CH:3]=[CH:4][C:5]([O:17][C:18]([CH3:36])([C:20]2[N:24]([CH3:25])[C:23]([C:26]3[CH:31]=[CH:30][CH:29]=[CH:28][C:27]=3[C:32]([F:34])([F:33])[F:35])=[N:22][N:21]=2)[CH3:19])=[C:6]([CH:16]=1)[C:7]([NH:9][CH2:10][C:11]([NH:40][CH:37]1[CH2:39][CH2:38]1)=[O:13])=[O:8], predict the reactants needed to synthesize it. The reactants are: [Cl:1][C:2]1[CH:3]=[CH:4][C:5]([O:17][C:18]([CH3:36])([C:20]2[N:24]([CH3:25])[C:23]([C:26]3[CH:31]=[CH:30][CH:29]=[CH:28][C:27]=3[C:32]([F:35])([F:34])[F:33])=[N:22][N:21]=2)[CH3:19])=[C:6]([CH:16]=1)[C:7]([NH:9][CH2:10][C:11]([O:13]CC)=O)=[O:8].[CH:37]1([NH2:40])[CH2:39][CH2:38]1.C(=O)([O-])[O-].[K+].[K+].[OH-].[Na+].Cl. (3) Given the product [NH2:23][CH:13]([CH:14]1[O:15][C:16](=[O:22])[CH:17]([CH:19]([CH3:21])[CH3:20])[CH2:18]1)[CH2:12][CH:8]([CH2:7][C:26]1[CH:27]=[C:28]2[C:32](=[CH:33][CH:34]=1)[N:31]([CH2:35][O:36][CH2:37][CH2:38][Si:39]([CH3:40])([CH3:42])[CH3:41])[CH:30]=[C:29]2[CH2:43][CH2:44][CH2:45][O:46][CH3:47])[CH:9]([CH3:11])[CH3:10], predict the reactants needed to synthesize it. The reactants are: COCC(O[CH:7]([C:26]1[CH:27]=[C:28]2[C:32](=[CH:33][CH:34]=1)[N:31]([CH2:35][O:36][CH2:37][CH2:38][Si:39]([CH3:42])([CH3:41])[CH3:40])[CH:30]=[C:29]2[CH2:43][CH2:44][CH2:45][O:46][CH3:47])[CH:8]([CH2:12][CH:13]([N:23]=[N+]=[N-])[CH:14]1[CH2:18][CH:17]([CH:19]([CH3:21])[CH3:20])[C:16](=[O:22])[O:15]1)[CH:9]([CH3:11])[CH3:10])=O.C(CN)O.